Dataset: Catalyst prediction with 721,799 reactions and 888 catalyst types from USPTO. Task: Predict which catalyst facilitates the given reaction. (1) Reactant: [N+:1]([C:4]1[CH:10]=[C:9](Br)[CH:8]=[CH:7][C:5]=1[NH2:6])([O-:3])=[O:2].[C:12]1(B(O)O)[CH:17]=[CH:16][CH:15]=[CH:14][CH:13]=1.C(=O)([O-])[O-].[K+].[K+].O. Product: [N+:1]([C:4]1[CH:10]=[C:9]([C:12]2[CH:17]=[CH:16][CH:15]=[CH:14][CH:13]=2)[CH:8]=[CH:7][C:5]=1[NH2:6])([O-:3])=[O:2]. The catalyst class is: 109. (2) Product: [NH2:1][C:2]1[S:6][N:5]=[C:4]([C:7]2[CH:12]=[CH:11][CH:10]=[C:9]([NH:13][C:31](=[O:32])[C:30]3[CH:34]=[CH:35][CH:36]=[C:28]([C:27]([F:26])([F:37])[F:38])[CH:29]=3)[CH:8]=2)[C:3]=1[C:14]([NH2:16])=[O:15]. Reactant: [NH2:1][C:2]1[S:6][N:5]=[C:4]([C:7]2[CH:12]=[CH:11][CH:10]=[C:9]([NH2:13])[CH:8]=2)[C:3]=1[C:14]([NH2:16])=[O:15].C(N(CC)C(C)C)(C)C.[F:26][C:27]([F:38])([F:37])[C:28]1[CH:29]=[C:30]([CH:34]=[CH:35][CH:36]=1)[C:31](Cl)=[O:32]. The catalyst class is: 2. (3) Reactant: [Cl:1][C:2]1[C:3]([C:33]([F:36])([F:35])[F:34])=[C:4]([CH:30]=[CH:31][CH:32]=1)[CH2:5][N:6]1[C:11](=[O:12])[C:10]([C:13]([O:15][CH2:16][CH3:17])=[O:14])=[CH:9][N:8]([C:18]2[CH:28]=[CH:27][C:21]3[N:22]([CH3:26])[C:23](=[O:25])[NH:24][C:20]=3[CH:19]=2)[C:7]1=[O:29].ClC(Cl)(Cl)S(O[CH2:43][C:44]([F:47])([F:46])[F:45])(=O)=O.C(=O)([O-])[O-].[K+].[K+].[I-].[K+]. Product: [Cl:1][C:2]1[C:3]([C:33]([F:36])([F:35])[F:34])=[C:4]([CH:30]=[CH:31][CH:32]=1)[CH2:5][N:6]1[C:11](=[O:12])[C:10]([C:13]([O:15][CH2:16][CH3:17])=[O:14])=[CH:9][N:8]([C:18]2[CH:28]=[CH:27][C:21]3[N:22]([CH3:26])[C:23](=[O:25])[N:24]([CH2:43][C:44]([F:47])([F:46])[F:45])[C:20]=3[CH:19]=2)[C:7]1=[O:29]. The catalyst class is: 18. (4) Reactant: C([O:8][C:9]1[CH:10]=[C:11]2[C:15](=[CH:16][CH:17]=1)[N:14]([CH2:18][CH2:19][CH2:20][CH2:21][CH2:22][CH2:23][CH3:24])[CH:13]=[CH:12]2)C1C=CC=CC=1. Product: [CH2:18]([N:14]1[C:15]2[C:11](=[CH:10][C:9]([OH:8])=[CH:17][CH:16]=2)[CH:12]=[CH:13]1)[CH2:19][CH2:20][CH2:21][CH2:22][CH2:23][CH3:24]. The catalyst class is: 886. (5) Reactant: CO[CH:3]([O:11]C)[C:4]1[CH:9]=[CH:8][C:7](Br)=[CH:6][CH:5]=1.C(OCC)C.C([Li])CCC.[CH3:23][C:24]1[O:30][C:27]([CH:28]=[O:29])=[CH:26][CH:25]=1. Product: [OH:29][CH:28]([C:27]1[O:30][C:24]([CH3:23])=[CH:25][CH:26]=1)[C:7]1[CH:6]=[CH:5][C:4]([CH:3]=[O:11])=[CH:9][CH:8]=1. The catalyst class is: 84. (6) Reactant: S(O)(O)(=O)=O.[F:6][CH:7]([F:22])[C@@:8]1([C:15]2[CH:20]=[CH:19][CH:18]=[CH:17][C:16]=2[F:21])[CH2:13][O:12][CH2:11][C:10]([NH2:14])=[N:9]1.[N+:23]([O-])([OH:25])=[O:24].N.O. Product: [F:22][CH:7]([F:6])[C@@:8]1([C:15]2[CH:20]=[C:19]([N+:23]([O-:25])=[O:24])[CH:18]=[CH:17][C:16]=2[F:21])[CH2:13][O:12][CH2:11][C:10]([NH2:14])=[N:9]1. The catalyst class is: 82. (7) Reactant: [CH2:1]([O:4][C:5]1[CH:6]=[CH:7][C:8]([Br:13])=[C:9]([CH:12]=1)[CH:10]=[O:11])[CH:2]=[CH2:3].[BH4-].[Na+]. Product: [CH2:1]([O:4][C:5]1[CH:6]=[CH:7][C:8]([Br:13])=[C:9]([CH:12]=1)[CH2:10][OH:11])[CH:2]=[CH2:3]. The catalyst class is: 8.